Dataset: Reaction yield outcomes from USPTO patents with 853,638 reactions. Task: Predict the reaction yield, written as a fraction of the theoretical maximum amount of product (1.0 means a 100% yield; for example, 0.34 means a 34% yield). (1) The reactants are [Cl-].O[NH3+:3].[C:4](=[O:7])([O-])[OH:5].[Na+].CS(C)=O.[Si]([O:20][CH2:21][C:22]1[CH:23]=[CH:24][C:25]([CH2:28][N:29]2[C:34](=[O:35])[C:33]([CH2:36][C:37]3[CH:42]=[CH:41][C:40]([C:43]4[C:44]([C:49]#[N:50])=[CH:45][CH:46]=[CH:47][CH:48]=4)=[CH:39][CH:38]=3)=[C:32]([CH2:51][CH2:52][CH3:53])[N:31]=[C:30]2[CH3:54])=[N:26][CH:27]=1)(C(C)(C)C)(C)C. The catalyst is C(OCC)(=O)C. The product is [OH:20][CH2:21][C:22]1[CH:23]=[CH:24][C:25]([CH2:28][N:29]2[C:34](=[O:35])[C:33]([CH2:36][C:37]3[CH:42]=[CH:41][C:40]([C:43]4[CH:48]=[CH:47][CH:46]=[CH:45][C:44]=4[C:49]4[NH:3][C:4](=[O:7])[O:5][N:50]=4)=[CH:39][CH:38]=3)=[C:32]([CH2:51][CH2:52][CH3:53])[N:31]=[C:30]2[CH3:54])=[N:26][CH:27]=1. The yield is 0.560. (2) The reactants are [OH:1][C:2]([CH3:35])([CH3:34])[CH2:3][C@@:4]1([C:28]2[CH:33]=[CH:32][CH:31]=[CH:30][CH:29]=2)[O:9][C:8](=[O:10])[N:7]([C@H:11]([C:13]2[CH:18]=[CH:17][C:16](B3OC(C)(C)C(C)(C)O3)=[CH:15][CH:14]=2)[CH3:12])[CH2:6][CH2:5]1.Br[C:37]1[CH:38]=[CH:39][C:40](=[O:46])[N:41]([CH:43]([CH3:45])[CH3:44])[CH:42]=1.C([O-])([O-])=O.[Cs+].[Cs+]. The catalyst is O1CCOCC1.Cl[Pd](Cl)([P](C1C=CC=CC=1)(C1C=CC=CC=1)C1C=CC=CC=1)[P](C1C=CC=CC=1)(C1C=CC=CC=1)C1C=CC=CC=1. The product is [OH:1][C:2]([CH3:35])([CH3:34])[CH2:3][C@@:4]1([C:28]2[CH:33]=[CH:32][CH:31]=[CH:30][CH:29]=2)[O:9][C:8](=[O:10])[N:7]([C@H:11]([C:13]2[CH:14]=[CH:15][C:16]([C:37]3[CH:38]=[CH:39][C:40](=[O:46])[N:41]([CH:43]([CH3:45])[CH3:44])[CH:42]=3)=[CH:17][CH:18]=2)[CH3:12])[CH2:6][CH2:5]1. The yield is 0.210. (3) The reactants are [Cl:1][C:2]1[N:7]=[C:6]([C:8](N(OC)C)=[O:9])[CH:5]=[CH:4][N:3]=1.[CH3:14][Mg]Cl. The catalyst is C1COCC1.CCOC(C)=O. The product is [Cl:1][C:2]1[N:7]=[C:6]([C:8](=[O:9])[CH3:14])[CH:5]=[CH:4][N:3]=1. The yield is 0.770. (4) The reactants are [Cl-].O[NH3+:3].[C:4](=[O:7])([O-])[OH:5].[Na+].CS(C)=O.[CH2:13]([C:17]1[N:18]=[C:19]([CH3:44])[N:20]([CH2:39][C:40]([OH:43])([CH3:42])[CH3:41])[C:21](=[O:38])[C:22]=1[CH2:23][C:24]1[CH:29]=[CH:28][C:27]([C:30]2[C:31]([C:36]#[N:37])=[CH:32][CH:33]=[CH:34][CH:35]=2)=[CH:26][CH:25]=1)[CH2:14][CH2:15][CH3:16]. The catalyst is C(OCC)(=O)C. The product is [CH2:13]([C:17]1[N:18]=[C:19]([CH3:44])[N:20]([CH2:39][C:40]([OH:43])([CH3:42])[CH3:41])[C:21](=[O:38])[C:22]=1[CH2:23][C:24]1[CH:29]=[CH:28][C:27]([C:30]2[CH:35]=[CH:34][CH:33]=[CH:32][C:31]=2[C:36]2[NH:3][C:4](=[O:7])[O:5][N:37]=2)=[CH:26][CH:25]=1)[CH2:14][CH2:15][CH3:16]. The yield is 0.240. (5) The reactants are [CH2:1]([O:8][C:9]1[N:14]=[CH:13][C:12]([CH2:15][C:16]2[CH:20]=[C:19]([C:21]3[C:22]([NH2:28])=[N:23][C:24]([NH2:27])=[CH:25][CH:26]=3)[O:18][N:17]=2)=[CH:11][CH:10]=1)[C:2]1[CH:7]=[CH:6][CH:5]=[CH:4][CH:3]=1.C(N(CC)CC)C.[CH3:36][O:37][CH2:38][C:39](Cl)=[O:40]. The catalyst is ClCCl. The product is [NH2:28][C:22]1[N:23]=[C:24]([NH:27][C:39](=[O:40])[CH2:38][O:37][CH3:36])[CH:25]=[CH:26][C:21]=1[C:19]1[O:18][N:17]=[C:16]([CH2:15][C:12]2[CH:13]=[N:14][C:9]([O:8][CH2:1][C:2]3[CH:7]=[CH:6][CH:5]=[CH:4][CH:3]=3)=[CH:10][CH:11]=2)[CH:20]=1. The yield is 0.0700. (6) The product is [CH3:1][O:2][C:3](=[O:45])[NH:4][CH:5]([C:10]([NH:12][N:13]([CH2:14][CH2:15][C:16]([C:25](=[O:36])[NH:26][CH:27]([C:32](=[O:35])[NH:33][CH3:34])[C:28]([CH3:31])([CH3:30])[CH3:29])([OH:24])[CH2:17][C:18]1[CH:23]=[CH:22][CH:21]=[CH:20][CH:19]=1)[CH2:37][C:38]1[CH:43]=[CH:42][C:41]([C:48]2[CH:47]=[N:46][CH:51]=[CH:50][CH:49]=2)=[CH:40][CH:39]=1)=[O:11])[C:6]([CH3:9])([CH3:8])[CH3:7]. The catalyst is CC([O-])=O.CC([O-])=O.[Pd+2].COCCOC.O. The reactants are [CH3:1][O:2][C:3](=[O:45])[NH:4][CH:5]([C:10]([NH:12][N:13]([CH2:37][C:38]1[CH:43]=[CH:42][C:41](Br)=[CH:40][CH:39]=1)[CH2:14][CH2:15][C:16]([C:25](=[O:36])[NH:26][CH:27]([C:32](=[O:35])[NH:33][CH3:34])[C:28]([CH3:31])([CH3:30])[CH3:29])([OH:24])[CH2:17][C:18]1[CH:23]=[CH:22][CH:21]=[CH:20][CH:19]=1)=[O:11])[C:6]([CH3:9])([CH3:8])[CH3:7].[N:46]1[CH:51]=[CH:50][CH:49]=[C:48](B(O)O)[CH:47]=1.[B-](F)(F)(F)F.CC([PH+](C(C)(C)C)C(C)(C)C)(C)C.C([O-])([O-])=O.[K+].[K+]. The yield is 0.440. (7) The product is [Cl:19][C:16]1[CH:15]=[CH:14][C:13]([C@@:9]2([OH:12])[CH2:10][CH2:11][N:6]([C:4](=[O:5])[C@H:3]([NH:2][CH:30]=[O:32])[CH:22]([CH3:24])[CH3:23])[CH2:7][C:8]2([CH3:20])[CH3:21])=[CH:18][CH:17]=1. The catalyst is CN(C1C=CN=CC=1)C. The yield is 0.700. The reactants are Cl.[NH2:2][C@H:3]([CH:22]([CH3:24])[CH3:23])[C:4]([N:6]1[CH2:11][CH2:10][C@@:9]([C:13]2[CH:18]=[CH:17][C:16]([Cl:19])=[CH:15][CH:14]=2)([OH:12])[C:8]([CH3:21])([CH3:20])[CH2:7]1)=[O:5].ClC1N=[C:30]([O:32]C)N=C(OC)N=1.C(O)=O.CN1CCOCC1. (8) The reactants are [N+:1]([C:4]1[CH:5]=[C:6]([CH2:10][C:11]([OH:13])=[O:12])[CH:7]=[CH:8][CH:9]=1)([O-:3])=[O:2].[C:14](Cl)(=O)C. The catalyst is CO. The product is [N+:1]([CH:4]1[CH2:9][CH2:8][CH2:7][CH:6]([CH2:10][C:11]([O:13][CH3:14])=[O:12])[CH2:5]1)([O-:3])=[O:2]. The yield is 0.970. (9) The product is [F:27][C:21]1[CH:22]=[C:23]([F:26])[CH:24]=[CH:25][C:20]=1[N:16]1[C:15]([C:9]2[S:8][C:7]3[C:6]4[N:28]=[C:2]([N:49]5[CH2:48][CH2:47][N:44]([CH3:45])[CH2:51][CH2:50]5)[CH:3]=[CH:4][C:5]=4[O:14][CH2:13][CH2:12][C:11]=3[CH:10]=2)=[N:19][CH:18]=[N:17]1. The catalyst is O1CCOCC1.CC([O-])=O.CC([O-])=O.[Pd+2]. The yield is 0.310. The reactants are Cl[C:2]1[CH:3]=[CH:4][C:5]2[O:14][CH2:13][CH2:12][C:11]3[CH:10]=[C:9]([C:15]4[N:16]([C:20]5[CH:25]=[CH:24][C:23]([F:26])=[CH:22][C:21]=5[F:27])[N:17]=[CH:18][N:19]=4)[S:8][C:7]=3[C:6]=2[N:28]=1.N1CCOCC1.C(N1C[CH2:45][N:44]2[CH2:47][CH2:48][N:49]([CH2:50][CH2:51]CC)P1N(CCCC)CC2)CCC.CC(C)([O-])C. (10) The reactants are CCN(CC)CC.[CH3:8][C:9]1[C:14]([O:15][C:16]2[CH:21]=[CH:20][N:19]=[C:18]([NH:22][C:23]3[CH:31]=[CH:30][C:26]([C:27]([O-])=[O:28])=[CH:25][CH:24]=3)[CH:17]=2)=[CH:13][CH:12]=[C:11]([CH3:32])[N:10]=1.[Li+].[O:34]1[CH2:39][CH2:38][N:37]([CH2:40][CH2:41][NH2:42])[CH2:36][CH2:35]1.CN(C(ON1N=NC2C=CC=CC1=2)=[N+](C)C)C.F[P-](F)(F)(F)(F)F. The catalyst is CC(N(C)C)=O. The product is [CH3:8][C:9]1[C:14]([O:15][C:16]2[CH:21]=[CH:20][N:19]=[C:18]([NH:22][C:23]3[CH:31]=[CH:30][C:26]([C:27]([NH:42][CH2:41][CH2:40][N:37]4[CH2:38][CH2:39][O:34][CH2:35][CH2:36]4)=[O:28])=[CH:25][CH:24]=3)[CH:17]=2)=[CH:13][CH:12]=[C:11]([CH3:32])[N:10]=1. The yield is 0.690.